Dataset: Reaction yield outcomes from USPTO patents with 853,638 reactions. Task: Predict the reaction yield, written as a fraction of the theoretical maximum amount of product (1.0 means a 100% yield; for example, 0.34 means a 34% yield). (1) The reactants are [C:1]([O:5][C:6]([NH:8][C@@H:9]([CH:13]([CH3:15])[CH3:14])[C:10]([OH:12])=O)=[O:7])([CH3:4])([CH3:3])[CH3:2].C(N(CC)CC)C.F[P-](F)(F)(F)(F)F.[N:30]1([O:39][C:40](N(C)C)=[N+](C)C)[C:34]2N=CC=CC=2N=N1.Cl.CNOC. The catalyst is C(Cl)Cl. The product is [C:1]([O:5][C:6](=[O:7])[NH:8][C@H:9]([C:10](=[O:12])[N:30]([O:39][CH3:40])[CH3:34])[CH:13]([CH3:15])[CH3:14])([CH3:2])([CH3:3])[CH3:4]. The yield is 0.810. (2) The reactants are [N:1]1[C:10]2[C:5](=[CH:6][C:7]([CH2:11][N:12]3[C:16]4=[N:17][C:18]([C:21](=O)[CH3:22])=[CH:19][N:20]=[C:15]4[N:14]=[N:13]3)=[CH:8][CH:9]=2)[CH:4]=[CH:3][CH:2]=1.Cl.[NH2:25][O:26][CH:27]([CH3:30])[CH2:28][OH:29]. No catalyst specified. The product is [OH:29][CH2:28][CH:27]([O:26]/[N:25]=[C:21](/[C:18]1[N:17]=[C:16]2[N:12]([CH2:11][C:7]3[CH:6]=[C:5]4[C:10](=[CH:9][CH:8]=3)[N:1]=[CH:2][CH:3]=[CH:4]4)[N:13]=[N:14][C:15]2=[N:20][CH:19]=1)\[CH3:22])[CH3:30]. The yield is 0.900. (3) The reactants are [CH3:1][C:2]1[CH:3]=[C:4]([CH2:8][NH:9][C:10]2[CH:18]=[CH:17][CH:16]=[C:12]([C:13]([OH:15])=O)[C:11]=2[C:19]([OH:21])=O)[O:5][C:6]=1[CH3:7].[O:22]=[C:23]1[CH:28]([N:29]2C(=O)C3C(=CC=CC=3NCCOC)C2=O)[CH2:27][CH2:26][C:25](=[O:45])[NH:24]1. No catalyst specified. The product is [CH3:1][C:2]1[CH:3]=[C:4]([CH2:8][NH:9][C:10]2[CH:18]=[CH:17][CH:16]=[C:12]3[C:11]=2[C:19](=[O:21])[N:29]([CH:28]2[CH2:27][CH2:26][C:25](=[O:45])[NH:24][C:23]2=[O:22])[C:13]3=[O:15])[O:5][C:6]=1[CH3:7]. The yield is 0.220. (4) The reactants are [F:1][C:2]1[CH:7]=[CH:6][C:5]([C:8](=O)[CH2:9][C:10](=O)[C:11]([F:14])([F:13])[F:12])=[CH:4][C:3]=1[C:17]([F:20])([F:19])[F:18].[NH2:21][C:22]1[C:26]([C:27]#[N:28])=[CH:25][NH:24][N:23]=1. No catalyst specified. The product is [F:1][C:2]1[CH:7]=[CH:6][C:5]([C:8]2[CH:9]=[C:10]([C:11]([F:14])([F:13])[F:12])[N:23]3[N:24]=[CH:25][C:26]([C:27]#[N:28])=[C:22]3[N:21]=2)=[CH:4][C:3]=1[C:17]([F:20])([F:19])[F:18]. The yield is 0.380. (5) The reactants are [C:1]([C:4]1[C:8]([CH3:9])=[C:7]([CH3:10])[NH:6][C:5]=1[C:11]([OH:13])=O)(=[O:3])[CH3:2].C(Cl)CCl.C1C=CC2N(O)N=NC=2C=1.[C:28]([O:32][C:33]([CH:35]1[CH2:43][CH:42]2[CH:37]([CH2:38][CH2:39][CH2:40][CH2:41]2)[N:36]1[C:44](=[O:61])[CH:45]([NH:50][C:51](=[O:60])[CH:52]([NH2:59])[CH:53]1[CH2:58][CH2:57][CH2:56][CH2:55][CH2:54]1)[C:46]([CH3:49])([CH3:48])[CH3:47])=[O:34])([CH3:31])([CH3:30])[CH3:29]. The catalyst is CN(C=O)C. The product is [C:28]([O:32][C:33]([CH:35]1[CH2:43][CH:42]2[CH:37]([CH2:38][CH2:39][CH2:40][CH2:41]2)[N:36]1[C:44](=[O:61])[CH:45]([NH:50][C:51](=[O:60])[CH:52]([NH:59][C:11]([C:5]1[NH:6][C:7]([CH3:10])=[C:8]([CH3:9])[C:4]=1[C:1](=[O:3])[CH3:2])=[O:13])[CH:53]1[CH2:54][CH2:55][CH2:56][CH2:57][CH2:58]1)[C:46]([CH3:49])([CH3:48])[CH3:47])=[O:34])([CH3:29])([CH3:30])[CH3:31]. The yield is 0.850. (6) The yield is 0.900. The catalyst is O1CCOCC1.[Cl-].[Cl-].[Zn+2]. The reactants are [OH:1][C:2]1[CH:11]=[C:10]([OH:12])[CH:9]=[C:8]2[C:3]=1[C:4](=[O:15])[CH2:5][C:6]([CH3:14])([CH3:13])[O:7]2.[OH:16][C:17]1[CH:24]=[CH:23][CH:22]=[CH:21][C:18]=1[CH2:19]O. The product is [OH:1][C:2]1[C:11]([CH2:19][C:18]2[CH:21]=[CH:22][CH:23]=[CH:24][C:17]=2[OH:16])=[C:10]([OH:12])[C:9]([CH2:4][C:3]2[CH:8]=[CH:9][CH:10]=[CH:11][C:2]=2[OH:1])=[C:8]2[C:3]=1[C:4](=[O:15])[CH2:5][C:6]([CH3:13])([CH3:14])[O:7]2. (7) The reactants are [NH:1]1[CH2:6][CH2:5][O:4][CH2:3][CH2:2]1.[O-:7][N+:8]1[C:13]2[CH:14]=[C:15]3[CH2:20][CH2:19][O:18][C:16]3=[CH:17][C:12]=2[N:11]=[C:10]([CH2:21][CH2:22][CH:23]=O)[N:9]=1.[BH3-]C#N.[Na+].CC(O)=O. The catalyst is CO.CN(C=O)C. The product is [N:1]1([CH2:23][CH2:22][CH2:21][C:10]2[N:9]=[N+:8]([O-:7])[C:13]3[CH:14]=[C:15]4[CH2:20][CH2:19][O:18][C:16]4=[CH:17][C:12]=3[N:11]=2)[CH2:6][CH2:5][O:4][CH2:3][CH2:2]1. The yield is 0.740. (8) The reactants are [F:1][C:2]1[CH:7]=[C:6]([N:8]2[CH:13]=[CH:12][CH:11]=[CH:10][C:9]2=[O:14])[CH:5]=[CH:4][C:3]=1[CH:15]([C:20]([C:22]1[N:26]([C:27]2[CH:32]=[CH:31][C:30]([O:33][CH3:34])=[CH:29][CH:28]=2)[N:25]=[C:24]([C:35]([F:38])([F:37])[F:36])[CH:23]=1)=[O:21])C(OC)=O.S(O)(O)(=O)=O. The yield is 0.520. The product is [F:1][C:2]1[CH:7]=[C:6]([N:8]2[CH:13]=[CH:12][CH:11]=[CH:10][C:9]2=[O:14])[CH:5]=[CH:4][C:3]=1[CH2:15][C:20]([C:22]1[N:26]([C:27]2[CH:28]=[CH:29][C:30]([O:33][CH3:34])=[CH:31][CH:32]=2)[N:25]=[C:24]([C:35]([F:38])([F:37])[F:36])[CH:23]=1)=[O:21]. The catalyst is CO.